From a dataset of CYP1A2 inhibition data for predicting drug metabolism from PubChem BioAssay. Regression/Classification. Given a drug SMILES string, predict its absorption, distribution, metabolism, or excretion properties. Task type varies by dataset: regression for continuous measurements (e.g., permeability, clearance, half-life) or binary classification for categorical outcomes (e.g., BBB penetration, CYP inhibition). Dataset: cyp1a2_veith. (1) The compound is O=C(c1cnccn1)N1CCC2(CC1)CN(c1ncccn1)C2. The result is 0 (non-inhibitor). (2) The molecule is C/C(=N/NC(=O)Cc1cccn1C)c1ccccc1. The result is 1 (inhibitor).